Dataset: Full USPTO retrosynthesis dataset with 1.9M reactions from patents (1976-2016). Task: Predict the reactants needed to synthesize the given product. (1) Given the product [CH3:21][N:20]([CH3:22])[CH:19]=[N:18][S:15]([C:8]1[N:6]2[N:7]=[C:2]([CH2:24][CH2:25][CH3:26])[CH:3]=[CH:4][C:5]2=[N:10][C:9]=1[C:11]([F:14])([F:13])[F:12])(=[O:17])=[O:16], predict the reactants needed to synthesize it. The reactants are: Cl[C:2]1[CH:3]=[CH:4][C:5]2[N:6]([C:8]([S:15]([N:18]=[CH:19][N:20]([CH3:22])[CH3:21])(=[O:17])=[O:16])=[C:9]([C:11]([F:14])([F:13])[F:12])[N:10]=2)[N:7]=1.[Br-].[CH2:24]([Zn+])[CH2:25][CH3:26].O.Cl. (2) Given the product [N:1]1([CH2:6][CH2:7][CH2:8][O:9][C:10]2[CH:15]=[CH:14][C:13]([C:16]3([CH2:22][N:24]4[CH2:25][CH2:26][CH:27]([OH:30])[CH2:28][CH2:29]4)[CH2:21][CH2:20][CH2:19][CH2:18][CH2:17]3)=[CH:12][CH:11]=2)[CH2:5][CH2:4][CH2:3][CH2:2]1, predict the reactants needed to synthesize it. The reactants are: [N:1]1([CH2:6][CH2:7][CH2:8][O:9][C:10]2[CH:15]=[CH:14][C:13]([C:16]3([C:22]([N:24]4[CH2:29][CH2:28][CH:27]([OH:30])[CH2:26][CH2:25]4)=O)[CH2:21][CH2:20][CH2:19][CH2:18][CH2:17]3)=[CH:12][CH:11]=2)[CH2:5][CH2:4][CH2:3][CH2:2]1.[H-].[Al+3].[Li+].[H-].[H-].[H-]. (3) Given the product [N:1]1([CH2:9][C:10]2[CH:19]=[CH:18][C:13]([C:14]([O:16][CH3:17])=[O:15])=[CH:12][C:11]=2[O:20][CH3:21])[CH:5]=[CH:4][N:3]=[CH:2]1, predict the reactants needed to synthesize it. The reactants are: [NH:1]1[CH:5]=[CH:4][N:3]=[CH:2]1.[H-].[Na+].Br[CH2:9][C:10]1[CH:19]=[CH:18][C:13]([C:14]([O:16][CH3:17])=[O:15])=[CH:12][C:11]=1[O:20][CH3:21]. (4) Given the product [C:1]([O:5][C@@H:6]([C:12]1[C:37]([CH3:38])=[CH:36][C:15]2[N:16]=[C:17]([C:19]3[CH:24]=[CH:23][N:22]=[C:21]([C:25]4[CH:33]=[C:32]5[C:28]([C:29]([F:35])=[N:30][N:31]5[CH3:34])=[CH:27][CH:26]=4)[CH:20]=3)[S:18][C:14]=2[C:13]=1[C:39]1[CH:44]=[CH:43][C:42]([Cl:45])=[CH:41][CH:40]=1)[C:7]([OH:9])=[O:8])([CH3:4])([CH3:2])[CH3:3], predict the reactants needed to synthesize it. The reactants are: [C:1]([O:5][C@@H:6]([C:12]1[C:37]([CH3:38])=[CH:36][C:15]2[N:16]=[C:17]([C:19]3[CH:24]=[CH:23][N:22]=[C:21]([C:25]4[CH:33]=[C:32]5[C:28]([C:29]([F:35])=[N:30][N:31]5[CH3:34])=[CH:27][CH:26]=4)[CH:20]=3)[S:18][C:14]=2[C:13]=1[C:39]1[CH:44]=[CH:43][C:42]([Cl:45])=[CH:41][CH:40]=1)[C:7]([O:9]CC)=[O:8])([CH3:4])([CH3:3])[CH3:2].[OH-].[Na+].CN(C=O)C.C(O)(=O)C. (5) Given the product [CH:1]([O:4][C:5]1[C:17]([O:18][CH3:19])=[CH:16][C:8]2[O:9][CH2:10][C:11](=[O:12])[NH:20][C:7]=2[CH:6]=1)([CH3:3])[CH3:2], predict the reactants needed to synthesize it. The reactants are: [CH:1]([O:4][C:5]1[C:17]([O:18][CH3:19])=[CH:16][C:8]([O:9][CH2:10][C:11](OCC)=[O:12])=[C:7]([N+:20]([O-])=O)[CH:6]=1)([CH3:3])[CH3:2]. (6) Given the product [CH2:2]([N:7]1[CH2:12][CH2:11][O:10][CH2:9][CH2:8]1)[CH2:3][CH2:4][C:5]#[CH:6], predict the reactants needed to synthesize it. The reactants are: I[CH2:2][CH2:3][CH2:4][C:5]#[CH:6].[NH:7]1[CH2:12][CH2:11][O:10][CH2:9][CH2:8]1. (7) Given the product [Br:8][C:9]1[S:13][C:12]2=[CH:14][N:15]=[CH:16][N:11]2[CH:10]=1, predict the reactants needed to synthesize it. The reactants are: C(OC(=O)C)(=O)C.[Br:8][C:9]1[S:13][C:12]2=[C:14](C(O)=O)[N:15]=[CH:16][N:11]2[CH:10]=1. (8) The reactants are: [Cl:1][C:2]1[CH:3]=[C:4](/[CH:8]=[CH:9]\[CH2:10][CH2:11][NH2:12])[CH:5]=[CH:6][CH:7]=1.[H][H]. Given the product [Cl:1][C:2]1[CH:3]=[C:4]([CH2:8][CH2:9][CH2:10][CH2:11][NH2:12])[CH:5]=[CH:6][CH:7]=1, predict the reactants needed to synthesize it. (9) Given the product [CH3:1][N:2]1[CH:6]=[CH:5][CH:4]=[C:3]1[C:7]1[NH:18][C:12]2[CH:11]=[C:10]([Cl:9])[C:15]([Cl:16])=[CH:14][C:13]=2[N:17]=1, predict the reactants needed to synthesize it. The reactants are: [CH3:1][N:2]1[CH:6]=[CH:5][CH:4]=[C:3]1[CH:7]=O.[Cl:9][C:10]1[C:15]([Cl:16])=[CH:14][C:13]([NH2:17])=[C:12]([NH2:18])[CH:11]=1. (10) Given the product [NH2:1][C:2]1[N:7]=[C:6]([C:8]2[CH:9]=[CH:10][CH:11]=[CH:12][CH:13]=2)[C:5]([C:14]2[CH:15]=[CH:16][C:17](=[O:23])[N:18]([CH:20]([CH3:21])[CH3:22])[N:19]=2)=[CH:4][C:3]=1[Br:24], predict the reactants needed to synthesize it. The reactants are: [NH2:1][C:2]1[N:7]=[C:6]([C:8]2[CH:13]=[CH:12][CH:11]=[CH:10][CH:9]=2)[C:5]([C:14]2[CH:15]=[CH:16][C:17](=[O:23])[N:18]([CH:20]([CH3:22])[CH3:21])[N:19]=2)=[CH:4][CH:3]=1.[Br:24]N1C(=O)CCC1=O.C([O-])(O)=O.[Na+].CCOC(C)=O.